Dataset: Catalyst prediction with 721,799 reactions and 888 catalyst types from USPTO. Task: Predict which catalyst facilitates the given reaction. (1) Reactant: Br[C:2]1[CH:3]=[C:4]([C:9]2[CH:21]=[CH:20][C:19]3[C:18]4[C:13](=[CH:14][CH:15]=[CH:16][CH:17]=4)[C:12]([CH3:23])([CH3:22])[C:11]=3[CH:10]=2)[CH:5]=[C:6]([Cl:8])[CH:7]=1.[C:24]1([C:33]2[CH:38]=[CH:37][CH:36]=[CH:35][CH:34]=2)[CH:29]=[CH:28][C:27](B(O)O)=[CH:26][CH:25]=1. Product: [Cl:8][C:6]1[CH:5]=[C:4]([C:9]2[CH:21]=[CH:20][C:19]3[C:18]4[C:13](=[CH:14][CH:15]=[CH:16][CH:17]=4)[C:12]([CH3:23])([CH3:22])[C:11]=3[CH:10]=2)[CH:3]=[C:2]([C:36]2[CH:37]=[CH:38][C:33]([C:24]3[CH:29]=[CH:28][CH:27]=[CH:26][CH:25]=3)=[CH:34][CH:35]=2)[CH:7]=1. The catalyst class is: 108. (2) Reactant: [CH3:1][CH:2]([S:4](Cl)(=[O:6])=[O:5])[CH3:3].[NH2:8][C:9]1[CH:10]=[C:11]([C:15]2[CH:20]=[CH:19][C:18]([C:21]([F:31])([CH3:30])[CH2:22][NH:23][S:24]([N:27]([CH3:29])[CH3:28])(=[O:26])=[O:25])=[CH:17][CH:16]=2)[CH:12]=[CH:13][CH:14]=1.C1CCN2C(=NCCC2)CC1. Product: [CH3:29][N:27]([CH3:28])[S:24]([NH:23][CH2:22][C:21]([F:31])([C:18]1[CH:17]=[CH:16][C:15]([C:11]2[CH:12]=[CH:13][CH:14]=[C:9]([NH:8][S:4]([CH:2]([CH3:3])[CH3:1])(=[O:6])=[O:5])[CH:10]=2)=[CH:20][CH:19]=1)[CH3:30])(=[O:25])=[O:26]. The catalyst class is: 1. (3) Reactant: [F:1][C:2]1[CH:3]=[CH:4][C:5]([OH:18])=[N:6][C:7]=1[NH:8][CH2:9][C:10]1([O:16][CH3:17])[CH2:15][CH2:14][O:13][CH2:12][CH2:11]1.C(N(CC)CC)C.[F:26][C:27]([F:40])([F:39])[S:28](O[S:28]([C:27]([F:40])([F:39])[F:26])(=[O:30])=[O:29])(=[O:30])=[O:29].C(=O)(O)[O-].[Na+]. Product: [F:26][C:27]([F:40])([F:39])[S:28]([O:18][C:5]1[CH:4]=[CH:3][C:2]([F:1])=[C:7]([NH:8][CH2:9][C:10]2([O:16][CH3:17])[CH2:11][CH2:12][O:13][CH2:14][CH2:15]2)[N:6]=1)(=[O:30])=[O:29]. The catalyst class is: 4. (4) Reactant: [Cl:1][C:2]1[CH:8]=[CH:7][C:5]([NH2:6])=[CH:4][C:3]=1[O:9][C@@H:10]1[CH2:14][CH2:13][N:12]([CH3:15])[CH2:11]1.[Br:16][C:17]1[CH:22]=[C:21]([O:23][CH3:24])[C:20]([O:25][CH3:26])=[CH:19][C:18]=1[S:27](Cl)(=[O:29])=[O:28]. Product: [Br:16][C:17]1[CH:22]=[C:21]([O:23][CH3:24])[C:20]([O:25][CH3:26])=[CH:19][C:18]=1[S:27]([NH:6][C:5]1[CH:7]=[CH:8][C:2]([Cl:1])=[C:3]([O:9][C@@H:10]2[CH2:14][CH2:13][N:12]([CH3:15])[CH2:11]2)[CH:4]=1)(=[O:28])=[O:29]. The catalyst class is: 26. (5) Product: [C:4]1([C:22]2[CH:27]=[CH:26][CH:25]=[CH:24][CH:23]=2)[CH:5]=[CH:6][C:7]([C:10]([NH:12][C:13]2[CH:17]=[CH:16][S:15][C:14]=2[C:18]([OH:20])=[O:19])=[O:11])=[CH:8][CH:9]=1. Reactant: O[Li].O.[C:4]1([C:22]2[CH:27]=[CH:26][CH:25]=[CH:24][CH:23]=2)[CH:9]=[CH:8][C:7]([C:10]([NH:12][C:13]2[CH:17]=[CH:16][S:15][C:14]=2[C:18]([O:20]C)=[O:19])=[O:11])=[CH:6][CH:5]=1. The catalyst class is: 90. (6) Reactant: [N+:1]([C:4]1[CH:11]=[C:10]([C:12]([F:15])([F:14])[F:13])[CH:9]=[CH:8][C:5]=1[C:6]#[N:7])([O-:3])=[O:2].[OH:16]S(O)(=O)=O. Product: [N+:1]([C:4]1[CH:11]=[C:10]([C:12]([F:13])([F:14])[F:15])[CH:9]=[CH:8][C:5]=1[C:6]([NH2:7])=[O:16])([O-:3])=[O:2]. The catalyst class is: 6. (7) Reactant: [Cl:1][C:2]1[CH:3]=[CH:4][C:5]([C:27]#[N:28])=[C:6]([C:8]2[C:13]([O:14][CH3:15])=[CH:12][N:11]([CH:16]([CH2:20][CH:21]([O:24][CH3:25])[CH2:22][CH3:23])[C:17]([OH:19])=O)[C:10](=[O:26])[CH:9]=2)[CH:7]=1.[NH2:29][C:30]1[CH:40]=[CH:39][C:33]([C:34]([O:36][CH2:37][CH3:38])=[O:35])=[CH:32][CH:31]=1.CC(C)N=C=NC(C)C. Product: [Cl:1][C:2]1[CH:3]=[CH:4][C:5]([C:27]#[N:28])=[C:6]([C:8]2[C:13]([O:14][CH3:15])=[CH:12][N:11]([CH:16]([CH2:20][CH:21]([O:24][CH3:25])[CH2:22][CH3:23])[C:17]([NH:29][C:30]3[CH:31]=[CH:32][C:33]([C:34]([O:36][CH2:37][CH3:38])=[O:35])=[CH:39][CH:40]=3)=[O:19])[C:10](=[O:26])[CH:9]=2)[CH:7]=1. The catalyst class is: 9. (8) Reactant: OC1O[C@H](CO)[C@@H](O[C@@H]2O[C@H](CO)[C@H](O)[C@H](O)[C@H]2O)[C@H](O)[C@H]1O.[CH3:24][CH2:25][C:26]1[CH:27]=[CH:28][C:29]([CH2:32][CH2:33][O:34][C:35]2[CH:36]=[CH:37][C:38]([CH2:41][CH:42]3[S:48][C:46](=[O:47])[NH:45][C:43]3=[O:44])=[CH:39][CH:40]=2)=[N:30][CH:31]=1.Cl. Product: [CH3:24][CH2:25][C:26]1[CH:27]=[CH:28][C:29]([CH2:32][CH2:33][O:34][C:35]2[CH:36]=[CH:37][C:38]([CH2:41][CH:42]3[S:48][C:46](=[O:47])[NH:45][C:43]3=[O:44])=[CH:39][CH:40]=2)=[N:30][CH:31]=1. The catalyst class is: 6. (9) Reactant: FC(F)(F)C([N:5]1[CH2:15][CH:14]2[CH2:16][CH:7]([C:8]3[CH:9]=[CH:10][C:11]([OH:17])=[CH:12][C:13]=32)[CH2:6]1)=O.C([O-])([O-])=O.[Na+].[Na+].C(OCC)(=O)C.[ClH:32]. Product: [ClH:32].[CH:14]12[CH2:16][CH:7]([CH2:6][NH:5][CH2:15]1)[C:8]1[CH:9]=[CH:10][C:11]([OH:17])=[CH:12][C:13]2=1. The catalyst class is: 24.